Dataset: Catalyst prediction with 721,799 reactions and 888 catalyst types from USPTO. Task: Predict which catalyst facilitates the given reaction. (1) Product: [N:11]1([CH:14]2[CH2:15][CH2:16][CH:17]([O:20][C:21]3[N:22]=[CH:23][N:24]=[C:25]4[C:32]=3[C:31]3[C@@H:30]([CH2:33][C:34]([NH2:35])=[O:36])[CH2:29][CH2:28][C:27]=3[S:26]4)[CH2:18][CH2:19]2)[CH2:10][CH2:9][NH:8][CH2:13][CH2:12]1. Reactant: C(OC([N:8]1[CH2:13][CH2:12][N:11]([CH:14]2[CH2:19][CH2:18][CH:17]([O:20][C:21]3[N:22]=[CH:23][N:24]=[C:25]4[C:32]=3[C:31]3[C@@H:30]([CH2:33][C:34]#[N:35])[CH2:29][CH2:28][C:27]=3[S:26]4)[CH2:16][CH2:15]2)[CH2:10][CH2:9]1)=O)(C)(C)C.[OH:36][Li].O.OO. The catalyst class is: 5. (2) Reactant: [Br:1]Br.[CH3:3][C:4]1[S:8][C:7]([C:9](=[O:13])[C:10]([OH:12])=[O:11])=[CH:6][CH:5]=1.C([O-])(=O)C.[Na+].O. Product: [Br:1][C:5]1[CH:6]=[C:7]([C:9](=[O:13])[C:10]([OH:12])=[O:11])[S:8][C:4]=1[CH3:3]. The catalyst class is: 15. (3) Reactant: C1C=C(Cl)C=C(C(OO)=O)C=1.[CH2:12]([O:14][CH2:15][C:16]1[N:17]([CH2:29][C:30](=[O:33])[CH2:31][CH3:32])[C:18]2[C:27]3[CH:26]=[CH:25][CH:24]=[CH:23][C:22]=3[N:21]=[CH:20][C:19]=2[N:28]=1)[CH3:13].[OH-].[NH4+:35].C1(C)C=CC(S(Cl)(=O)=O)=CC=1. Product: [NH2:35][C:20]1[C:19]2[N:28]=[C:16]([CH2:15][O:14][CH2:12][CH3:13])[N:17]([CH2:29][C:30](=[O:33])[CH2:31][CH3:32])[C:18]=2[C:27]2[CH:26]=[CH:25][CH:24]=[CH:23][C:22]=2[N:21]=1. The catalyst class is: 22. (4) The catalyst class is: 5. Reactant: [Cl:1][C:2]1[CH:38]=[CH:37][C:36]([CH2:39][CH2:40][O:41][CH3:42])=[CH:35][C:3]=1[CH2:4][N:5]([CH:32]1[CH2:34][CH2:33]1)[C:6](=[O:31])[CH:7]([CH2:11][C:12]1[CH:17]=[CH:16][C:15]([O:18][CH2:19][CH2:20][O:21][C:22]2[C:27]([Cl:28])=[CH:26][C:25]([CH3:29])=[CH:24][C:23]=2[Cl:30])=[CH:14][CH:13]=1)[C:8](=O)[CH3:9].C([O-])(=O)C.[NH4+:47].C([BH3-])#N.[Na+]. Product: [NH2:47][CH:8]([CH3:9])[CH:7]([CH2:11][C:12]1[CH:17]=[CH:16][C:15]([O:18][CH2:19][CH2:20][O:21][C:22]2[C:23]([Cl:30])=[CH:24][C:25]([CH3:29])=[CH:26][C:27]=2[Cl:28])=[CH:14][CH:13]=1)[C:6]([N:5]([CH2:4][C:3]1[CH:35]=[C:36]([CH2:39][CH2:40][O:41][CH3:42])[CH:37]=[CH:38][C:2]=1[Cl:1])[CH:32]1[CH2:34][CH2:33]1)=[O:31].